This data is from Full USPTO retrosynthesis dataset with 1.9M reactions from patents (1976-2016). The task is: Predict the reactants needed to synthesize the given product. (1) The reactants are: [C:1]([C:4]1[CH:9]=[CH:8][CH:7]=[CH:6][CH:5]=1)(=[O:3])[CH3:2].[C:10](O[Na])([CH3:13])([CH3:12])[CH3:11].C1C[O:19]CC1.Cl.[C:22]1([CH3:28])[CH:27]=[CH:26][CH:25]=[CH:24][CH:23]=1. Given the product [C:10]12([C:13](=[O:19])[CH2:2][C:1]([C:4]3[CH:9]=[CH:8][CH:7]=[CH:6][CH:5]=3)=[O:3])[CH2:28][CH:22]3[CH2:27][CH:26]([CH2:25][CH:24]([CH2:23]3)[CH2:11]1)[CH2:12]2, predict the reactants needed to synthesize it. (2) Given the product [CH3:1][O:2][C:3]([C:5]1[C:10]2[O:11][C:12]([CH3:16])([CH3:15])[O:13][CH2:14][C:9]=2[C:8]([C:17]([OH:19])=[O:18])=[CH:7][N:6]=1)=[O:4], predict the reactants needed to synthesize it. The reactants are: [CH3:1][O:2][C:3]([C:5]1[N:6]=[CH:7][C:8]([CH:17]=[O:18])=[C:9]2[CH2:14][O:13][C:12]([CH3:16])([CH3:15])[O:11][C:10]=12)=[O:4].[O-:19]Cl=O.[Na+].